This data is from Peptide-MHC class I binding affinity with 185,985 pairs from IEDB/IMGT. The task is: Regression. Given a peptide amino acid sequence and an MHC pseudo amino acid sequence, predict their binding affinity value. This is MHC class I binding data. (1) The peptide sequence is IPRACQKSL. The MHC is HLA-A23:01 with pseudo-sequence HLA-A23:01. The binding affinity (normalized) is 0.0847. (2) The peptide sequence is VLYDPETDK. The MHC is HLA-A02:11 with pseudo-sequence HLA-A02:11. The binding affinity (normalized) is 0.514. (3) The peptide sequence is IAVSMANIF. The MHC is HLA-B58:01 with pseudo-sequence HLA-B58:01. The binding affinity (normalized) is 0.635. (4) The peptide sequence is LTSDDLLIL. The MHC is Mamu-A01 with pseudo-sequence Mamu-A01. The binding affinity (normalized) is 0.223. (5) The peptide sequence is MHDPHSIPL. The MHC is HLA-B18:01 with pseudo-sequence HLA-B18:01. The binding affinity (normalized) is 0.0847. (6) The peptide sequence is HMLDMYSVM. The MHC is HLA-A24:02 with pseudo-sequence HLA-A24:02. The binding affinity (normalized) is 0.